Dataset: HIV replication inhibition screening data with 41,000+ compounds from the AIDS Antiviral Screen. Task: Binary Classification. Given a drug SMILES string, predict its activity (active/inactive) in a high-throughput screening assay against a specified biological target. (1) The result is 0 (inactive). The molecule is C=C(C)C1CC=C2C(O)CC(O)C(C)C2(C)C1. (2) The compound is COc1cccc(Nc2nc(N)nc(N)c2N=O)c1. The result is 0 (inactive).